This data is from Catalyst prediction with 721,799 reactions and 888 catalyst types from USPTO. The task is: Predict which catalyst facilitates the given reaction. (1) Reactant: [F:1][C:2]1[CH:3]=[C:4]([CH:10]([CH2:17][CH:18]2[CH2:23][CH2:22][O:21][CH2:20][CH2:19]2)[C:11](N(OC)C)=[O:12])[CH:5]=[CH:6][C:7]=1[S:8][CH3:9].[CH:24]([Mg]Br)=[CH2:25].Cl. Product: [F:1][C:2]1[CH:3]=[C:4]([CH:10]([CH2:17][CH:18]2[CH2:19][CH2:20][O:21][CH2:22][CH2:23]2)[C:11](=[O:12])[CH:24]=[CH2:25])[CH:5]=[CH:6][C:7]=1[S:8][CH3:9]. The catalyst class is: 7. (2) Reactant: [CH2:1]([CH:5]1[C:10](=[O:11])[CH2:9][CH2:8][N:7]([CH2:12][C:13]2[CH:18]=[CH:17][CH:16]=[CH:15][CH:14]=2)[CH2:6]1)[CH2:2][CH2:3][CH3:4].[CH3:19][I:20]. Product: [I-:20].[CH2:12]([N+:7]1([CH3:19])[CH2:8][CH2:9][C:10](=[O:11])[CH:5]([CH2:1][CH2:2][CH2:3][CH3:4])[CH2:6]1)[C:13]1[CH:18]=[CH:17][CH:16]=[CH:15][CH:14]=1. The catalyst class is: 21. (3) Reactant: [CH3:1][C:2]1([CH3:9])[O:6][CH:5]([CH2:7][NH2:8])[CH2:4][O:3]1.N1C=CC=CC=1.[CH3:16][S:17](Cl)(=[O:19])=[O:18]. Product: [CH3:1][C:2]1([CH3:9])[O:6][CH:5]([CH2:7][NH:8][S:17]([CH3:16])(=[O:19])=[O:18])[CH2:4][O:3]1. The catalyst class is: 27. (4) Reactant: [NH2:1][CH:2]1[CH2:6][CH2:5][N:4]([C:7]([O:9][C:10]([CH3:13])([CH3:12])[CH3:11])=[O:8])[CH2:3]1.[C:14]([O:18]C(N1CCC(O)C1)=O)(C)(C)C.ClC(Cl)(OC(=O)OC(Cl)(Cl)Cl)Cl.[NH2:39][C:40]1[CH:55]=[CH:54][CH:53]=[CH:52][C:41]=1[C:42]([NH:44][C:45]1[CH:50]=[CH:49][C:48]([Cl:51])=[CH:47][N:46]=1)=[O:43].[N-]=C=O. Product: [C:10]([O:9][C:7]([N:4]1[CH2:5][CH2:6][CH:2]([NH:1][C:14]([NH:39][C:40]2[CH:55]=[CH:54][CH:53]=[CH:52][C:41]=2[C:42]([NH:44][C:45]2[CH:50]=[CH:49][C:48]([Cl:51])=[CH:47][N:46]=2)=[O:43])=[O:18])[CH2:3]1)=[O:8])([CH3:13])([CH3:12])[CH3:11]. The catalyst class is: 347. (5) Reactant: C(OC([N:8]1[CH2:17][CH2:16][C:15]2[C:10](=[C:11]([O:18][C:19]3[CH:24]=[CH:23][C:22]([C:25](=[O:27])[NH2:26])=[CH:21][N:20]=3)[CH:12]=[CH:13][CH:14]=2)[CH2:9]1)=O)(C)(C)C.C(O)(C(F)(F)F)=O. Product: [CH2:9]1[C:10]2[C:15](=[CH:14][CH:13]=[CH:12][C:11]=2[O:18][C:19]2[CH:24]=[CH:23][C:22]([C:25]([NH2:26])=[O:27])=[CH:21][N:20]=2)[CH2:16][CH2:17][NH:8]1. The catalyst class is: 2. (6) Reactant: [C:1]([C:4]1[CH:5]=[C:6]([CH:11]=[CH:12][CH:13]=1)[C:7]([NH:9][CH3:10])=[O:8])(=[O:3])[CH3:2].[Br:14]Br. Product: [Br:14][CH2:2][C:1]([C:4]1[CH:5]=[C:6]([CH:11]=[CH:12][CH:13]=1)[C:7]([NH:9][CH3:10])=[O:8])=[O:3]. The catalyst class is: 15. (7) Reactant: [Li+].CC([N-]C(C)C)C.[Br:9][C:10]1[CH:15]=[C:14]([CH3:16])[CH:13]=[CH:12][N:11]=1.[CH3:17][C:18]([O:21][C:22](O[C:22]([O:21][C:18]([CH3:20])([CH3:19])[CH3:17])=[O:23])=[O:23])([CH3:20])[CH3:19].O. Product: [Br:9][C:10]1[CH:15]=[C:14]([CH2:16][C:22]([O:21][C:18]([CH3:20])([CH3:19])[CH3:17])=[O:23])[CH:13]=[CH:12][N:11]=1. The catalyst class is: 1. (8) Reactant: S(Cl)([Cl:3])=O.[Cl:5][C:6]1[CH:11]=[CH:10][C:9]([NH:12][C:13]2[N:18]=[CH:17][C:16]([CH2:19]O)=[CH:15][N:14]=2)=[CH:8][CH:7]=1. Product: [Cl:3][CH2:19][C:16]1[CH:15]=[N:14][C:13]([NH:12][C:9]2[CH:10]=[CH:11][C:6]([Cl:5])=[CH:7][CH:8]=2)=[N:18][CH:17]=1. The catalyst class is: 2. (9) Reactant: [CH3:1][C@H:2]1[CH2:7][N:6]([CH2:8][C:9]2[CH:14]=[CH:13][C:12]([NH:15][CH3:16])=[CH:11][CH:10]=2)[CH2:5][CH2:4][N:3]1[C:17]([O:19][C:20]([CH3:23])([CH3:22])[CH3:21])=[O:18].[Cl:24][C:25]1[CH:30]=[CH:29][C:28]([S:31](Cl)(=[O:33])=[O:32])=[CH:27][N:26]=1.C(N(CC)CC)C. Product: [Cl:24][C:25]1[N:26]=[CH:27][C:28]([S:31]([N:15]([CH3:16])[C:12]2[CH:13]=[CH:14][C:9]([CH2:8][N:6]3[CH2:5][CH2:4][N:3]([C:17]([O:19][C:20]([CH3:22])([CH3:21])[CH3:23])=[O:18])[C@@H:2]([CH3:1])[CH2:7]3)=[CH:10][CH:11]=2)(=[O:33])=[O:32])=[CH:29][CH:30]=1. The catalyst class is: 2. (10) Reactant: [OH:1][NH:2][C:3](=[NH:20])[C:4]1[CH:12]=[CH:11][CH:10]=[C:9]2[C:5]=1[CH2:6][N:7]([C:13]([O:15][C:16]([CH3:19])([CH3:18])[CH3:17])=[O:14])[CH2:8]2.[C:21]([C:23]1[CH:24]=[C:25]([CH:29]=[CH:30][C:31]=1[O:32][CH:33]([CH3:35])[CH3:34])[C:26](O)=O)#[N:22].ON1C2C=CC=CC=2N=N1.Cl.CN(C)CCCN=C=NCC. Product: [C:21]([C:23]1[CH:24]=[C:25]([C:26]2[O:1][N:2]=[C:3]([C:4]3[CH:12]=[CH:11][CH:10]=[C:9]4[C:5]=3[CH2:6][N:7]([C:13]([O:15][C:16]([CH3:17])([CH3:19])[CH3:18])=[O:14])[CH2:8]4)[N:20]=2)[CH:29]=[CH:30][C:31]=1[O:32][CH:33]([CH3:34])[CH3:35])#[N:22]. The catalyst class is: 84.